This data is from Full USPTO retrosynthesis dataset with 1.9M reactions from patents (1976-2016). The task is: Predict the reactants needed to synthesize the given product. (1) Given the product [Si:33]([O:32][C:23]([C:20]1[CH:19]=[CH:18][C:17]([CH2:16][N:13]2[CH2:14][CH2:15][N:10]([C:8]([C:5]3[CH:6]=[CH:7][C:2]([NH:1][C:41]([NH:60][C:55]4[CH:56]=[CH:57][CH:58]=[CH:59][N:54]=4)=[O:42])=[C:3]([F:40])[CH:4]=3)=[O:9])[CH2:11][CH2:12]2)=[CH:22][CH:21]=1)([C:24]([F:25])([F:26])[F:27])[C:28]([F:31])([F:29])[F:30])([C:36]([CH3:37])([CH3:39])[CH3:38])([CH3:34])[CH3:35], predict the reactants needed to synthesize it. The reactants are: [NH2:1][C:2]1[CH:7]=[CH:6][C:5]([C:8]([N:10]2[CH2:15][CH2:14][N:13]([CH2:16][C:17]3[CH:22]=[CH:21][C:20]([C:23]([O:32][Si:33]([C:36]([CH3:39])([CH3:38])[CH3:37])([CH3:35])[CH3:34])([C:28]([F:31])([F:30])[F:29])[C:24]([F:27])([F:26])[F:25])=[CH:19][CH:18]=3)[CH2:12][CH2:11]2)=[O:9])=[CH:4][C:3]=1[F:40].[C:41](Cl)(=O)[O:42]C1C=CC([N+]([O-])=O)=CC=1.[N:54]1[CH:59]=[CH:58][CH:57]=[CH:56][C:55]=1[NH2:60].C(N(CC)CC)C. (2) Given the product [CH:30]([C:29]1[CH:28]=[CH:27][CH:26]=[C:25]([CH:33]([CH3:35])[CH3:34])[C:24]=1[NH:23][C:21]([CH:9]1[CH2:8][C:7]2[C:12](=[CH:13][C:4]([C:1]([OH:3])=[O:40])=[CH:5][CH:6]=2)[CH2:11][N:10]1[C:14](=[O:20])[C:15]([CH3:18])([CH3:19])[CH2:16][CH3:17])=[O:22])([CH3:31])[CH3:32], predict the reactants needed to synthesize it. The reactants are: [C:1]([C:4]1[CH:13]=[C:12]2[C:7]([CH2:8][CH:9]([C:21]([NH:23][C:24]3[C:29]([CH:30]([CH3:32])[CH3:31])=[CH:28][CH:27]=[CH:26][C:25]=3[CH:33]([CH3:35])[CH3:34])=[O:22])[N:10]([C:14](=[O:20])[C:15]([CH3:19])([CH3:18])[CH2:16][CH3:17])[CH2:11]2)=[CH:6][CH:5]=1)(=[O:3])N.[OH-].[Na+].C([O:40]CC)C. (3) Given the product [N+:17]([C:16]1[CH:15]=[C:14]2[C:10]([CH2:11][CH2:12][C:13]2=[O:20])=[CH:9][C:8]=1[NH:7][C:28](=[O:29])[CH2:27][CH2:26][CH:21]1[CH2:25][CH2:24][CH2:23][CH2:22]1)([O-:19])=[O:18], predict the reactants needed to synthesize it. The reactants are: N1C=CC=CC=1.[NH2:7][C:8]1[CH:9]=[C:10]2[C:14](=[CH:15][C:16]=1[N+:17]([O-:19])=[O:18])[C:13](=[O:20])[CH2:12][CH2:11]2.[CH:21]1([CH2:26][CH2:27][C:28](Cl)=[O:29])[CH2:25][CH2:24][CH2:23][CH2:22]1.